Dataset: Full USPTO retrosynthesis dataset with 1.9M reactions from patents (1976-2016). Task: Predict the reactants needed to synthesize the given product. (1) Given the product [CH3:1][N:2]1[C:6]([C:7]2[CH:19]=[N:18][C:17]3[C:16]4[CH:15]=[CH:14][C:13]([C:20]([O:22][CH3:23])=[O:21])=[CH:12][C:11]=4[N:10]([C@H:31]([C:25]4[CH:30]=[CH:29][CH:28]=[CH:27][CH:26]=4)[CH:33]4[CH2:34][CH2:35][O:36][CH2:37][CH2:38]4)[C:9]=3[CH:8]=2)=[C:5]([CH3:24])[N:4]=[N:3]1, predict the reactants needed to synthesize it. The reactants are: [CH3:1][N:2]1[C:6]([C:7]2[CH:19]=[N:18][C:17]3[C:16]4[CH:15]=[CH:14][C:13]([C:20]([O:22][CH3:23])=[O:21])=[CH:12][C:11]=4[NH:10][C:9]=3[CH:8]=2)=[C:5]([CH3:24])[N:4]=[N:3]1.[C:25]1([C@@H:31]([CH:33]2[CH2:38][CH2:37][O:36][CH2:35][CH2:34]2)O)[CH:30]=[CH:29][CH:28]=[CH:27][CH:26]=1. (2) Given the product [N+:52]([C:49]1[CH:50]=[CH:51][C:46]([O:45][C:42]2[CH:43]=[CH:44][C:39]([CH:34]3[CH2:33][CH2:32][C:31]4[C:36](=[CH:37][CH:38]=[C:29]([O:28][C:25]5[CH:24]=[CH:23][C:22]([N+:19]([O-:21])=[O:20])=[CH:27][N:26]=5)[CH:30]=4)[O:35]3)=[CH:40][CH:41]=2)=[N:47][CH:48]=1)([O-:54])=[O:53], predict the reactants needed to synthesize it. The reactants are: FC1C=CC(C2CCC3C(=CC=C(O)C=3)O2)=CC=1.[N+:19]([C:22]1[CH:23]=[CH:24][C:25]([O:28][C:29]2[CH:30]=[C:31]3[C:36](=[CH:37][CH:38]=2)[O:35][CH:34]([C:39]2[CH:44]=[CH:43][C:42]([O:45][C:46]4[CH:51]=[CH:50][C:49]([N+:52]([O-:54])=[O:53])=[CH:48][N:47]=4)=[CH:41][CH:40]=2)[CH2:33][CH:32]3O)=[N:26][CH:27]=1)([O-:21])=[O:20]. (3) Given the product [CH3:1][O:2][C:3]1[CH:4]=[C:5]([O:14][CH3:15])[C:6]2[O:10][C:9]([CH2:11][OH:12])=[CH:8][C:7]=2[CH:13]=1, predict the reactants needed to synthesize it. The reactants are: [CH3:1][O:2][C:3]1[CH:4]=[C:5]([O:14][CH3:15])[C:6]2[O:10][C:9]([CH:11]=[O:12])=[CH:8][C:7]=2[CH:13]=1.[BH4-].[Na+].